This data is from Reaction yield outcomes from USPTO patents with 853,638 reactions. The task is: Predict the reaction yield, written as a fraction of the theoretical maximum amount of product (1.0 means a 100% yield; for example, 0.34 means a 34% yield). (1) The reactants are N/[C:2](=[CH:5]\[CH3:6])/[C:3]#[N:4].[NH:7]([C:9]1[CH:14]=[CH:13][CH:12]=[CH:11][N:10]=1)[NH2:8].C(O)(=O)C. The catalyst is C(O)C. The product is [CH3:6][C:5]1[CH:2]=[C:3]([NH2:4])[N:7]([C:9]2[CH:14]=[CH:13][CH:12]=[CH:11][N:10]=2)[N:8]=1. The yield is 0.900. (2) The reactants are [Si]([O:18][CH:19]1[CH2:22][N:21]([C:23]2[S:24][CH:25]=[C:26]([C:28](=[O:30])[NH2:29])[N:27]=2)[CH2:20]1)(C(C)(C)C)(C1C=CC=CC=1)C1C=CC=CC=1.[F-].C([N+](CCCC)(CCCC)CCCC)CCC. The catalyst is O1CCCC1. The yield is 0.910. The product is [C:28]([C:26]1[N:27]=[C:23]([N:21]2[CH2:22][CH:19]([OH:18])[CH2:20]2)[S:24][CH:25]=1)(=[O:30])[NH2:29]. (3) The yield is 0.574. The catalyst is Cl.O. The product is [F:1][C:2]1[CH:3]=[C:4]([NH:5][NH2:10])[CH:6]=[CH:7][C:8]=1[F:9]. The reactants are [F:1][C:2]1[CH:3]=[C:4]([CH:6]=[CH:7][C:8]=1[F:9])[NH2:5].[N:10]([O-])=O.[Na+].[Sn](Cl)Cl. (4) The reactants are [CH:1]1([Mg]Br)[CH2:5][CH2:4][CH2:3][CH2:2]1.N1C=CC=CC=1S[C:15](=[O:24])[CH2:16][CH2:17][C:18]1[CH2:23][CH2:22][CH2:21][CH2:20][CH:19]=1. The catalyst is CCOCC.C1COCC1. The product is [C:18]1([CH2:17][CH2:16][C:15]([CH:1]2[CH2:5][CH2:4][CH2:3][CH2:2]2)=[O:24])[CH2:23][CH2:22][CH2:21][CH2:20][CH:19]=1. The yield is 0.720. (5) The reactants are C(O[C:4](=[O:18])[C:5]1[CH:10]=[C:9]([O:11][CH2:12][CH3:13])[C:8]([O:14][CH2:15][CH3:16])=[CH:7][C:6]=1[NH2:17])C.Cl.O.[OH-].[NH4+].[Cl:23][CH2:24][C:25]#[N:26]. No catalyst specified. The product is [Cl:23][CH2:24][C:25]1[NH:26][C:4](=[O:18])[C:5]2[C:6](=[CH:7][C:8]([O:14][CH2:15][CH3:16])=[C:9]([O:11][CH2:12][CH3:13])[CH:10]=2)[N:17]=1. The yield is 0.830. (6) The reactants are [NH2:1][C:2]1[CH:7]=[CH:6][CH:5]=[CH:4][N:3]=1.[N+:8]([C:11]1[CH:16]=[CH:15][C:14]([N+:17]#[C-:18])=[CH:13][CH:12]=1)([O-:10])=[O:9].[CH:19]([C:21]1[CH:30]=[CH:29][CH:28]=[CH:27][C:22]=1[C:23]([O:25]C)=O)=O.Cl(O)(=O)(=O)=O.CC(C)([O-])C.[K+]. The catalyst is CO. The product is [N+:8]([C:11]1[CH:12]=[CH:13][C:14]([N:17]2[C:18]3[N:3]4[CH:4]=[CH:5][CH:6]=[CH:7][C:2]4=[N:1][C:19]=3[C:21]3[C:22](=[CH:27][CH:28]=[CH:29][CH:30]=3)[C:23]2=[O:25])=[CH:15][CH:16]=1)([O-:10])=[O:9]. The yield is 0.630.